This data is from Reaction yield outcomes from USPTO patents with 853,638 reactions. The task is: Predict the reaction yield, written as a fraction of the theoretical maximum amount of product (1.0 means a 100% yield; for example, 0.34 means a 34% yield). (1) The reactants are [CH2:1]([O:8][C:9]1[CH:10]=[C:11]2[C:15](=[CH:16][CH:17]=1)[CH2:14][CH:13]([CH:18]([O:37][Si:38]([C:41]([CH3:44])([CH3:43])[CH3:42])([CH3:40])[CH3:39])[C:19]1[O:20][C:21]([Sn](CCCC)(CCCC)CCCC)=[CH:22][N:23]=1)[CH2:12]2)[C:2]1[CH:7]=[CH:6][CH:5]=[CH:4][CH:3]=1.Cl[C:46]1[N:51]=[C:50]([C:52]([O:54][CH3:55])=[O:53])[CH:49]=[CH:48][CH:47]=1. No catalyst specified. The product is [CH2:1]([O:8][C:9]1[CH:10]=[C:11]2[C:15](=[CH:16][CH:17]=1)[CH2:14][CH:13]([CH:18]([O:37][Si:38]([C:41]([CH3:42])([CH3:43])[CH3:44])([CH3:39])[CH3:40])[C:19]1[O:20][C:21]([C:46]3[N:51]=[C:50]([C:52]([O:54][CH3:55])=[O:53])[CH:49]=[CH:48][CH:47]=3)=[CH:22][N:23]=1)[CH2:12]2)[C:2]1[CH:3]=[CH:4][CH:5]=[CH:6][CH:7]=1. The yield is 0.670. (2) The reactants are [NH2:1][C:2]1[CH:3]=[CH:4][C:5]([O:24][CH3:25])=[C:6]([CH:23]=1)[O:7][C:8]1[N:13]=[C:12]2[S:14][C:15]([NH:17][C:18]([CH:20]3[CH2:22][CH2:21]3)=[O:19])=[N:16][C:11]2=[CH:10][CH:9]=1.[F:26][C:27]([F:38])([F:37])[C:28]1[CH:29]=[C:30]([CH:34]=[CH:35][CH:36]=1)[C:31](Cl)=[O:32]. The catalyst is N1C=CC=CC=1.CN(C)C1C=CN=CC=1. The product is [CH:20]1([C:18]([NH:17][C:15]2[S:14][C:12]3[C:11]([N:16]=2)=[CH:10][CH:9]=[C:8]([O:7][C:6]2[CH:23]=[C:2]([NH:1][C:31](=[O:32])[C:30]4[CH:34]=[CH:35][CH:36]=[C:28]([C:27]([F:26])([F:37])[F:38])[CH:29]=4)[CH:3]=[CH:4][C:5]=2[O:24][CH3:25])[N:13]=3)=[O:19])[CH2:21][CH2:22]1. The yield is 0.580.